This data is from NCI-60 drug combinations with 297,098 pairs across 59 cell lines. The task is: Regression. Given two drug SMILES strings and cell line genomic features, predict the synergy score measuring deviation from expected non-interaction effect. (1) Cell line: NCI-H460. Drug 1: CC(C)CN1C=NC2=C1C3=CC=CC=C3N=C2N. Drug 2: C(CCl)NC(=O)N(CCCl)N=O. Synergy scores: CSS=-0.919, Synergy_ZIP=0.463, Synergy_Bliss=-0.366, Synergy_Loewe=-4.05, Synergy_HSA=-4.19. (2) Drug 1: C1=NC2=C(N=C(N=C2N1C3C(C(C(O3)CO)O)O)F)N. Drug 2: CC1=C(C=C(C=C1)C(=O)NC2=CC(=CC(=C2)C(F)(F)F)N3C=C(N=C3)C)NC4=NC=CC(=N4)C5=CN=CC=C5. Cell line: COLO 205. Synergy scores: CSS=4.75, Synergy_ZIP=-4.20, Synergy_Bliss=-5.28, Synergy_Loewe=-6.84, Synergy_HSA=-7.59.